From a dataset of Peptide-MHC class I binding affinity with 185,985 pairs from IEDB/IMGT. Regression. Given a peptide amino acid sequence and an MHC pseudo amino acid sequence, predict their binding affinity value. This is MHC class I binding data. (1) The peptide sequence is FPTSCHMF. The MHC is HLA-A33:01 with pseudo-sequence HLA-A33:01. The binding affinity (normalized) is 0. (2) The peptide sequence is FPSNMMVVT. The MHC is HLA-A02:01 with pseudo-sequence HLA-A02:01. The binding affinity (normalized) is 0.0847. (3) The MHC is HLA-A33:01 with pseudo-sequence HLA-A33:01. The peptide sequence is QQHNIVHGK. The binding affinity (normalized) is 0. (4) The peptide sequence is FHGEFTRAL. The MHC is HLA-A11:01 with pseudo-sequence HLA-A11:01. The binding affinity (normalized) is 0.0847. (5) The binding affinity (normalized) is 0.0785. The MHC is HLA-A02:06 with pseudo-sequence HLA-A02:06. The peptide sequence is TTELNIVDEI. (6) The peptide sequence is LTAQSRTLL. The MHC is Mamu-A02 with pseudo-sequence Mamu-A02. The binding affinity (normalized) is 0.898. (7) The peptide sequence is LLRDNRAAL. The MHC is HLA-A31:01 with pseudo-sequence HLA-A31:01. The binding affinity (normalized) is 0.0847. (8) The peptide sequence is KAKGSRAIV. The MHC is HLA-B57:01 with pseudo-sequence HLA-B57:01. The binding affinity (normalized) is 0.